This data is from Forward reaction prediction with 1.9M reactions from USPTO patents (1976-2016). The task is: Predict the product of the given reaction. (1) Given the reactants C(OC([CH:6]1[C:11](=[O:12])[CH2:10][CH2:9][N:8]([N:13]2[CH2:18][CH2:17][CH2:16][CH2:15][CH2:14]2)[C:7]1=[O:19])=O)C, predict the reaction product. The product is: [N:8]1([N:13]2[CH2:18][CH2:17][CH2:16][CH2:15][CH2:14]2)[CH2:9][CH2:10][C:11](=[O:12])[CH2:6][C:7]1=[O:19]. (2) Given the reactants [Cl:1][C:2]1[CH:10]=[CH:9][C:5]([C:6](Cl)=O)=[CH:4][N:3]=1.OC1C=CC(C(O)=O)=CN=1.[NH2:21][C:22]1[C:23](=[O:36])[N:24]([CH2:33][CH2:34][CH3:35])[C:25](=[O:32])[N:26]([CH2:29][CH2:30][CH3:31])[C:27]=1[NH2:28].Cl, predict the reaction product. The product is: [CH2:33]([N:24]1[C:23](=[O:36])[C:22]2[NH:21][C:6]([C:5]3[CH:4]=[N:3][C:2]([Cl:1])=[CH:10][CH:9]=3)=[N:28][C:27]=2[N:26]([CH2:29][CH2:30][CH3:31])[C:25]1=[O:32])[CH2:34][CH3:35]. (3) Given the reactants [CH2:1]([Li])[CH2:2][CH2:3][CH3:4].CCCCCC.[CH:12]([NH:15]C(C)C)(C)C.CN1C(=O)N(C)CCC1.[CH:28]1([C:31]#[N:32])[CH2:30][CH2:29]1.BrC[CH2:35][CH2:36][CH2:37][CH2:38][CH2:39][CH2:40][CH2:41][CH2:42][CH2:43][CH2:44][CH2:45]Br, predict the reaction product. The product is: [CH2:1]([C:28]1([C:31]#[N:32])[CH2:30][CH2:29]1)[CH2:2][CH2:3][CH2:4][CH2:45][CH2:44][CH2:43][CH2:42][CH2:41][CH2:40][CH2:39][CH2:38][C:37]1([C:12]#[N:15])[CH2:36][CH2:35]1. (4) Given the reactants [C:1]([O:5][C:6]([N:8]1[C@@H:13]([CH2:14][OH:15])[CH2:12][O:11][C@@H:10]([O:16][CH2:17][C:18]([CH3:21])([CH3:20])[CH3:19])[CH2:9]1)=[O:7])([CH3:4])([CH3:3])[CH3:2].C(N(CC)C(C)C)(C)C, predict the reaction product. The product is: [C:1]([O:5][C:6]([N:8]1[C@@H:13]([CH:14]=[O:15])[CH2:12][O:11][C@@H:10]([O:16][CH2:17][C:18]([CH3:21])([CH3:20])[CH3:19])[CH2:9]1)=[O:7])([CH3:4])([CH3:3])[CH3:2]. (5) Given the reactants [NH2:1][C@@H:2]([C@@H:5]([CH2:11][CH3:12])[CH2:6][C:7]([F:10])([F:9])[F:8])[CH2:3][OH:4].C(N(CC)CC)C.[Cl:20][C:21]1[S:25][C:24]([S:26](Cl)(=[O:28])=[O:27])=[CH:23][CH:22]=1, predict the reaction product. The product is: [Cl:20][C:21]1[S:25][C:24]([S:26]([NH:1][C@@H:2]([CH2:3][OH:4])[C@@H:5]([CH2:11][CH3:12])[CH2:6][C:7]([F:8])([F:9])[F:10])(=[O:28])=[O:27])=[CH:23][CH:22]=1.[Cl:20][C:21]1[S:25][C:24]([S:26]([NH:1][C@H:2]([CH2:3][OH:4])[C@@H:5]([CH2:11][CH3:12])[CH2:6][C:7]([F:8])([F:9])[F:10])(=[O:28])=[O:27])=[CH:23][CH:22]=1. (6) Given the reactants [N:1]([CH2:4][CH2:5][CH2:6][CH2:7][C:8]#[C:9][C:10]1[CH:15]=[CH:14][C:13]([CH:16]([CH3:25])[CH2:17][NH:18][S:19]([CH:22]([CH3:24])[CH3:23])(=[O:21])=[O:20])=[CH:12][CH:11]=1)=[N+]=[N-].C1C=CC(P(C2C=CC=CC=2)C2C=CC=CC=2)=CC=1.CCOCC.C(Cl)[Cl:51], predict the reaction product. The product is: [ClH:51].[NH2:1][CH2:4][CH2:5][CH2:6][CH2:7][C:8]#[C:9][C:10]1[CH:11]=[CH:12][C:13]([CH:16]([CH3:25])[CH2:17][NH:18][S:19]([CH:22]([CH3:24])[CH3:23])(=[O:21])=[O:20])=[CH:14][CH:15]=1. (7) Given the reactants [O:1]1[CH2:6][CH2:5][N:4]([S:7]([N:10]2[CH:19]([C:20]([OH:22])=O)[CH2:18][C:17]3[C:12](=[CH:13][CH:14]=[CH:15][CH:16]=3)[CH2:11]2)(=[O:9])=[O:8])[CH2:3][CH2:2]1.CN1CCOCC1.ClC(OCC(C)C)=O.C[Si](C)(C)[O:40][NH2:41].Cl, predict the reaction product. The product is: [O:1]1[CH2:6][CH2:5][N:4]([S:7]([N:10]2[CH:19]([C:20]([NH:41][OH:40])=[O:22])[CH2:18][C:17]3[C:12](=[CH:13][CH:14]=[CH:15][CH:16]=3)[CH2:11]2)(=[O:9])=[O:8])[CH2:3][CH2:2]1.